This data is from Forward reaction prediction with 1.9M reactions from USPTO patents (1976-2016). The task is: Predict the product of the given reaction. (1) Given the reactants [CH2:1]([O:3][C:4](=[O:25])[CH:5]=[C:6]([N:13]1[C:17]2[CH:18]=[CH:19][C:20]([N+:22]([O-])=O)=[CH:21][C:16]=2[N:15]=[CH:14]1)[C:7]1[CH:12]=[CH:11][CH:10]=[CH:9][CH:8]=1)[CH3:2].[CH2:26]([O:28][C:29](=[O:50])[CH:30]=[C:31]([N:38]1[C:42]2[CH:43]=[C:44]([N+:47]([O-])=O)[CH:45]=[CH:46][C:41]=2[N:40]=[CH:39]1)[C:32]1[CH:37]=[CH:36][CH:35]=[CH:34][CH:33]=1)[CH3:27].C([O-])=O.[NH4+], predict the reaction product. The product is: [NH2:47][C:44]1[CH:45]=[CH:46][C:41]2[N:40]=[CH:39][N:38]([CH:31]([C:32]3[CH:33]=[CH:34][CH:35]=[CH:36][CH:37]=3)[CH2:30][C:29]([O:28][CH2:26][CH3:27])=[O:50])[C:42]=2[CH:43]=1.[NH2:22][C:20]1[CH:19]=[CH:18][C:17]2[N:13]([CH:6]([C:7]3[CH:8]=[CH:9][CH:10]=[CH:11][CH:12]=3)[CH2:5][C:4]([O:3][CH2:1][CH3:2])=[O:25])[CH:14]=[N:15][C:16]=2[CH:21]=1. (2) Given the reactants [C:1]([O:5][C:6](=[O:19])[NH:7][CH2:8][C@@H:9]1[CH2:11][C@H:10]1[C:12]1[CH:17]=[CH:16][CH:15]=[C:14](Br)[CH:13]=1)([CH3:4])([CH3:3])[CH3:2].[Cl:20][C:21]1[CH:26]=[CH:25][C:24](B(O)O)=[CH:23][CH:22]=1.C([O-])([O-])=O.[K+].[K+], predict the reaction product. The product is: [C:1]([O:5][C:6](=[O:19])[NH:7][CH2:8][C@@H:9]1[CH2:11][C@H:10]1[C:12]1[CH:13]=[C:14]([C:24]2[CH:25]=[CH:26][C:21]([Cl:20])=[CH:22][CH:23]=2)[CH:15]=[CH:16][CH:17]=1)([CH3:4])([CH3:3])[CH3:2]. (3) Given the reactants [CH:18]1[CH:19]=[CH:14]C(P([C:14]2[CH:19]=[CH:18][CH:17]=[CH:16]C=2)[C:18]2[CH:19]=[CH:14]C=[CH:16][CH:17]=2)=[CH:16][CH:17]=1.[CH3:32][CH:31]([O:30][C:28](/[N:27]=[N:27]/[C:28]([O:30][CH:31]([CH3:33])[CH3:32])=[O:29])=[O:29])[CH3:33].C1C=CC(P([N:48]=[N+:49]=[N-:50])(C2C=CC=CC=2)=O)=CC=1.[C:51](OCC)(=[O:53])C.[CH2:57]1COCC1, predict the reaction product. The product is: [N:48]([C@H:19]1[CH2:14][N:27]([C:28]([O:30][C:31]([CH3:32])([CH3:33])[CH3:57])=[O:29])[C@H:17]([CH2:16][O:53][CH3:51])[CH2:18]1)=[N+:49]=[N-:50]. (4) Given the reactants [F:1][C:2]([F:18])([C:8]1[CH:13]=[CH:12][CH:11]=[CH:10][C:9]=1[O:14][CH2:15][CH2:16][OH:17])[C:3]([O:5]CC)=[O:4].O.[OH-].[Li+], predict the reaction product. The product is: [F:1][C:2]([F:18])([C:8]1[CH:13]=[CH:12][CH:11]=[CH:10][C:9]=1[O:14][CH2:15][CH2:16][OH:17])[C:3]([OH:5])=[O:4].